Dataset: Forward reaction prediction with 1.9M reactions from USPTO patents (1976-2016). Task: Predict the product of the given reaction. Given the reactants [N+:1]([C:4]1[CH:9]=[CH:8][CH:7]=[CH:6][C:5]=1/[CH:10]=[CH:11]/[C:12]1[CH:17]=[CH:16][CH:15]=[CH:14][N:13]=1)([O-:3])=[O:2].[C:18]1([CH3:29])[CH:23]=[CH:22][C:21]([S:24]([O:27]C)(=[O:26])=[O:25])=[CH:20][CH:19]=1, predict the reaction product. The product is: [CH3:29][C:18]1[CH:19]=[CH:20][C:21]([S:24]([O-:27])(=[O:26])=[O:25])=[CH:22][CH:23]=1.[CH3:18][N+:13]1[CH:14]=[CH:15][CH:16]=[CH:17][C:12]=1/[CH:11]=[CH:10]/[C:5]1[CH:6]=[CH:7][CH:8]=[CH:9][C:4]=1[N+:1]([O-:3])=[O:2].